Dataset: Full USPTO retrosynthesis dataset with 1.9M reactions from patents (1976-2016). Task: Predict the reactants needed to synthesize the given product. (1) Given the product [F:1][C:2]1[CH:9]=[C:8]([C:10]2[CH:15]=[N:14][CH:13]=[C:12]([N:16]3[CH2:22][CH2:21][CH2:20][N:19]([CH3:23])[CH2:18][CH2:17]3)[N:11]=2)[CH:7]=[CH:6][C:3]=1/[CH:4]=[C:33]1/[C:34](=[O:36])[NH:35][C:31](=[S:30])[S:32]/1, predict the reactants needed to synthesize it. The reactants are: [F:1][C:2]1[CH:9]=[C:8]([C:10]2[CH:15]=[N:14][CH:13]=[C:12]([N:16]3[CH2:22][CH2:21][CH2:20][N:19]([CH3:23])[CH2:18][CH2:17]3)[N:11]=2)[CH:7]=[CH:6][C:3]=1[CH:4]=O.N1CCCCC1.[S:30]=[C:31]1[NH:35][C:34](=[O:36])[CH2:33][S:32]1. (2) Given the product [C:15]([O:14][C:11]1[CH:12]=[CH:13][C:8]([N:5]2[CH2:4][CH2:3][N:2]([CH3:1])[CH2:7][CH2:6]2)=[CH:9][CH:10]=1)(=[O:17])[CH3:16], predict the reactants needed to synthesize it. The reactants are: [CH3:1][N:2]1[CH2:7][CH2:6][N:5]([C:8]2[CH:13]=[CH:12][C:11]([OH:14])=[CH:10][CH:9]=2)[CH2:4][CH2:3]1.[C:15](Cl)(=[O:17])[CH3:16]. (3) Given the product [NH4+:17].[OH-:11].[ClH:60].[F:13][C:2]([F:1])([F:14])[C:3]1[CH:4]=[CH:5][C:6]([CH2:9][C:10]([N:48]([CH3:49])[C@@H:43]2[CH2:44][CH2:45][CH2:46][CH2:47][C@H:42]2[N:37]2[CH2:41][CH2:40][CH2:39][CH2:38]2)=[O:12])=[CH:7][CH:8]=1, predict the reactants needed to synthesize it. The reactants are: [F:1][C:2]([F:14])([F:13])[C:3]1[CH:8]=[CH:7][C:6]([CH2:9][C:10]([OH:12])=[O:11])=[CH:5][CH:4]=1.O.O[N:17]1C2C=CC=CC=2N=N1.CCN=C=NCCCN(C)C.[N:37]1([C@@H:42]2[CH2:47][CH2:46][CH2:45][CH2:44][C@H:43]2[NH:48][CH3:49])[CH2:41][CH2:40][CH2:39][CH2:38]1.C(N(CC)C(C)C)(C)C.C(Cl)[Cl:60]. (4) Given the product [CH:19]1[C:14]2[C:13]3[C:12]4[CH:11]=[CH:10][CH:9]=[CH:8][C:7]=4[CH:6]=[CH:5][C:4]=3[CH:3]=[C:2]([B:20]([OH:23])[OH:21])[C:15]=2[CH:16]=[CH:17][CH:18]=1, predict the reactants needed to synthesize it. The reactants are: Br[C:2]1[C:15]2[CH:16]=[CH:17][CH:18]=[CH:19][C:14]=2[C:13]2[C:12]3[CH:11]=[CH:10][CH:9]=[CH:8][C:7]=3[CH:6]=[CH:5][C:4]=2[CH:3]=1.[B:20](OC)([O:23]C)[O:21]C.O. (5) Given the product [CH3:37][N:38]1[CH2:39][CH2:40][CH:41]([N:44]2[CH2:49][CH2:48][N:47]([C:17](=[O:18])[C@H:16]([NH:15][C:13]([N:10]3[CH2:11][CH2:12][CH:7]([N:6]4[C:2](=[O:1])[NH:3][C:4]([C:31]5[CH:32]=[CH:33][CH:34]=[CH:35][CH:36]=5)=[N:5]4)[CH2:8][CH2:9]3)=[O:14])[CH2:20][C:21]3[CH:30]=[CH:29][C:28]4[CH2:27][CH2:26][CH2:25][CH2:24][C:23]=4[CH:22]=3)[CH2:46][CH2:45]2)[CH2:42][CH2:43]1, predict the reactants needed to synthesize it. The reactants are: [O:1]=[C:2]1[N:6]([CH:7]2[CH2:12][CH2:11][N:10]([C:13]([NH:15][C@H:16]([CH2:20][C:21]3[CH:30]=[CH:29][C:28]4[CH2:27][CH2:26][CH2:25][CH2:24][C:23]=4[CH:22]=3)[C:17](O)=[O:18])=[O:14])[CH2:9][CH2:8]2)[N:5]=[C:4]([C:31]2[CH:36]=[CH:35][CH:34]=[CH:33][CH:32]=2)[NH:3]1.[CH3:37][N:38]1[CH2:43][CH2:42][CH:41]([N:44]2[CH2:49][CH2:48][NH:47][CH2:46][CH2:45]2)[CH2:40][CH2:39]1. (6) Given the product [ClH:55].[NH2:29][C@@H:17]1[C:16](=[O:37])[N:15]2[CH2:38][C@H:39]([O:41][C:42]3[C:51]4[C:46](=[CH:47][C:48]([O:52][CH3:53])=[CH:49][CH:50]=4)[CH:45]=[CH:44][N:43]=3)[CH2:40][C@H:14]2[C:13](=[O:54])[NH:12][C@:11]2([C:9]([NH:8][S:5]([C:2]3([F:1])[CH2:4][CH2:3]3)(=[O:6])=[O:7])=[O:10])[CH2:26][C@H:25]2[CH:24]=[CH:23][CH2:22][CH2:21][C@@H:20]([CH3:27])[CH2:19][C@H:18]1[CH3:28], predict the reactants needed to synthesize it. The reactants are: [F:1][C:2]1([S:5]([NH:8][C:9]([C@@:11]23[CH2:26][C@H:25]2[CH:24]=[CH:23][CH2:22][CH2:21][C@@H:20]([CH3:27])[CH2:19][C@@H:18]([CH3:28])[C@H:17]([NH:29]C(=O)OC(C)(C)C)[C:16](=[O:37])[N:15]2[CH2:38][C@H:39]([O:41][C:42]4[C:51]5[C:46](=[CH:47][C:48]([O:52][CH3:53])=[CH:49][CH:50]=5)[CH:45]=[CH:44][N:43]=4)[CH2:40][C@H:14]2[C:13](=[O:54])[NH:12]3)=[O:10])(=[O:7])=[O:6])[CH2:4][CH2:3]1.[ClH:55].